Dataset: Full USPTO retrosynthesis dataset with 1.9M reactions from patents (1976-2016). Task: Predict the reactants needed to synthesize the given product. Given the product [CH2:1]([CH:3]([CH2:25][CH2:26][CH2:27][CH3:28])[CH2:4][C:5]([CH2:17][CH:18]([CH2:23][CH3:24])[CH2:19][CH2:20][CH2:21][CH3:22])([C:14]([O-:16])=[O:15])[CH:6]([S:10]([OH:13])(=[O:11])=[O:12])[C:7]([O-:9])=[O:8])[CH3:2].[CH2:33]([N+:40]([CH3:57])([CH3:58])[CH2:41][CH2:42][CH2:43][CH2:44][CH2:45][CH2:46][CH2:47][CH2:48][CH2:49][CH2:50][CH2:51][CH2:52][CH2:53][CH2:54][CH2:55][CH3:56])[C:34]1[CH:39]=[CH:38][CH:37]=[CH:36][CH:35]=1.[CH2:33]([N+:40]([CH2:41][CH2:42][CH2:43][CH2:44][CH2:45][CH2:46][CH2:47][CH2:48][CH2:49][CH2:50][CH2:51][CH2:52][CH2:53][CH2:54][CH2:55][CH3:56])([CH3:57])[CH3:58])[C:34]1[CH:39]=[CH:38][CH:37]=[CH:36][CH:35]=1, predict the reactants needed to synthesize it. The reactants are: [CH2:1]([CH:3]([CH2:25][CH2:26][CH2:27][CH3:28])[CH2:4][C:5]([CH2:17][CH:18]([CH2:23][CH3:24])[CH2:19][CH2:20][CH2:21][CH3:22])([C:14]([O-:16])=[O:15])[CH:6]([S:10]([OH:13])(=[O:12])=[O:11])[C:7]([O-:9])=[O:8])[CH3:2].[Na+].[Na+].O.[Cl-].[CH2:33]([N+:40]([CH3:58])([CH3:57])[CH2:41][CH2:42][CH2:43][CH2:44][CH2:45][CH2:46][CH2:47][CH2:48][CH2:49][CH2:50][CH2:51][CH2:52][CH2:53][CH2:54][CH2:55][CH3:56])[C:34]1[CH:39]=[CH:38][CH:37]=[CH:36][CH:35]=1.